Dataset: Full USPTO retrosynthesis dataset with 1.9M reactions from patents (1976-2016). Task: Predict the reactants needed to synthesize the given product. (1) Given the product [Cl:19][C:20]1[CH:21]=[C:22]([CH:25]=[C:26]([O:28][C:29]2[C:30](=[O:36])[N:31]([CH2:17][CH2:16][C:9]3[C:10]4[C:11](=[N:12][CH:13]=[CH:14][CH:15]=4)[N:7]([CH:2]4[CH2:3][CH2:4][CH2:5][CH2:6][O:1]4)[N:8]=3)[CH:32]=[CH:33][C:34]=2[CH3:35])[CH:27]=1)[C:23]#[N:24], predict the reactants needed to synthesize it. The reactants are: [O:1]1[CH2:6][CH2:5][CH2:4][CH2:3][CH:2]1[N:7]1[C:11]2=[N:12][CH:13]=[CH:14][CH:15]=[C:10]2[C:9]([CH2:16][CH2:17]O)=[N:8]1.[Cl:19][C:20]1[CH:21]=[C:22]([CH:25]=[C:26]([O:28][C:29]2[C:30](=[O:36])[NH:31][CH:32]=[CH:33][C:34]=2[CH3:35])[CH:27]=1)[C:23]#[N:24].C1(P(C2C=CC=CC=2)C2C=CC=CC=2)C=CC=CC=1.CC(OC(/N=N/C(OC(C)C)=O)=O)C. (2) Given the product [ClH:43].[CH3:40][O:39][C:36]1[CH:37]=[C:38]2[C:33](=[CH:34][C:35]=1[O:41][CH3:42])[N:32]=[CH:31][CH:30]=[C:29]2[O:28][C:25]1[CH:26]=[CH:27][C:19]2[N:18]([C:16]([NH:15][C:12]3[CH:11]=[C:10]([CH2:9][OH:8])[O:14][N:13]=3)=[O:17])[CH2:23][CH2:22][O:21][C:20]=2[CH:24]=1, predict the reactants needed to synthesize it. The reactants are: [Si]([O:8][CH2:9][C:10]1[O:14][N:13]=[C:12]([NH:15][C:16]([N:18]2[CH2:23][CH2:22][O:21][C:20]3[CH:24]=[C:25]([O:28][C:29]4[C:38]5[C:33](=[CH:34][C:35]([O:41][CH3:42])=[C:36]([O:39][CH3:40])[CH:37]=5)[N:32]=[CH:31][CH:30]=4)[CH:26]=[CH:27][C:19]2=3)=[O:17])[CH:11]=1)(C(C)(C)C)(C)C.[ClH:43]. (3) The reactants are: [CH2:1]([N:8]([CH2:16][CH2:17][C:18]1[CH:23]=[CH:22][C:21]([S:24][C:25]2[CH:30]=[CH:29][C:28]([OH:31])=[CH:27][CH:26]=2)=[CH:20][CH:19]=1)[C:9](=[O:15])[O:10][C:11]([CH3:14])([CH3:13])[CH3:12])[C:2]1[CH:7]=[CH:6][CH:5]=[CH:4][CH:3]=1.[F:32][C:33]1[CH:38]=[CH:37][C:36](B(O)O)=[CH:35][CH:34]=1.N1C=CC=CC=1. Given the product [CH2:1]([N:8]([CH2:16][CH2:17][C:18]1[CH:19]=[CH:20][C:21]([S:24][C:25]2[CH:26]=[CH:27][C:28]([O:31][C:36]3[CH:37]=[CH:38][C:33]([F:32])=[CH:34][CH:35]=3)=[CH:29][CH:30]=2)=[CH:22][CH:23]=1)[C:9](=[O:15])[O:10][C:11]([CH3:13])([CH3:14])[CH3:12])[C:2]1[CH:7]=[CH:6][CH:5]=[CH:4][CH:3]=1, predict the reactants needed to synthesize it. (4) Given the product [F:24][C:21]([F:22])([F:23])[S:18]([N-:17][S:14]([C:13]([F:12])([F:25])[F:26])(=[O:15])=[O:16])(=[O:19])=[O:20].[CH2:2]([N+:6]1([CH3:11])[CH2:10][CH2:9][CH2:8][CH2:7]1)[CH2:3][CH2:4][CH2:5][CH2:27][CH3:28], predict the reactants needed to synthesize it. The reactants are: [Br-].[CH2:2]([N+:6]1([CH3:11])[CH2:10][CH2:9][CH2:8][CH2:7]1)[CH2:3][CH2:4][CH3:5].[F:12][C:13]([F:26])([F:25])[S:14]([N-:17][S:18]([C:21]([F:24])([F:23])[F:22])(=[O:20])=[O:19])(=[O:16])=[O:15].[CH2:27]([N+]1(C)CCCC1)[CH2:28]CC. (5) Given the product [CH2:21]([O:23][C:24]1[CH:25]=[C:26]([F:34])[C:27]([CH2:28][N:29]2[C:3]([OH:5])=[C:2]([CH3:1])[C:8]([C:9]([O:11][CH2:12][CH3:13])=[O:10])=[N:30]2)=[C:31]([F:33])[CH:32]=1)[CH3:22], predict the reactants needed to synthesize it. The reactants are: [CH3:1][CH:2]([C:8](=O)[C:9]([O:11][CH2:12][CH3:13])=[O:10])[C:3]([O:5]CC)=O.C(O)(=O)C.Cl.Cl.[CH2:21]([O:23][C:24]1[CH:32]=[C:31]([F:33])[C:27]([CH2:28][NH:29][NH2:30])=[C:26]([F:34])[CH:25]=1)[CH3:22].C(OCC)(=O)C.